Dataset: Forward reaction prediction with 1.9M reactions from USPTO patents (1976-2016). Task: Predict the product of the given reaction. (1) Given the reactants [C:1]([O:5][C:6]([N:8]1[CH2:13][CH2:12][N:11]([C:14]2[N:22]=[C:21]([Cl:23])[N:20]=[C:19]3[C:15]=2[N:16]([CH2:33][C:34]#[C:35][CH3:36])[C:17](=[O:32])[N:18]3COC(=O)C(C)(C)C)[CH2:10][CH2:9]1)=[O:7])([CH3:4])([CH3:3])[CH3:2].[H-].[Na+].Cl, predict the reaction product. The product is: [C:1]([O:5][C:6]([N:8]1[CH2:9][CH2:10][N:11]([C:14]2[N:22]=[C:21]([Cl:23])[N:20]=[C:19]3[C:15]=2[N:16]([CH2:33][C:34]#[C:35][CH3:36])[C:17](=[O:32])[NH:18]3)[CH2:12][CH2:13]1)=[O:7])([CH3:4])([CH3:3])[CH3:2]. (2) Given the reactants [Cl:1][C:2]1[C:6]([Cl:7])=[C:5]([CH3:8])[NH:4][C:3]=1[C:9]([NH:11][CH:12]1[CH2:17][CH2:16][N:15]([C:18]2[CH:23]=[C:22]([C:24]([NH:26][NH2:27])=[O:25])[CH:21]=[C:20]([Cl:28])[N:19]=2)[CH2:14][CH2:13]1)=[O:10].CN([CH:32]=[O:33])C, predict the reaction product. The product is: [Cl:1][C:2]1[C:6]([Cl:7])=[C:5]([CH3:8])[NH:4][C:3]=1[C:9]([NH:11][CH:12]1[CH2:17][CH2:16][N:15]([C:18]2[CH:23]=[C:22]([C:24]3[O:25][C:32](=[O:33])[NH:27][N:26]=3)[CH:21]=[C:20]([Cl:28])[N:19]=2)[CH2:14][CH2:13]1)=[O:10]. (3) The product is: [CH3:11][O:12][CH2:13][O:4][C:3]1[CH:10]=[CH:9][C:7]([O:8][CH2:15][O:17][CH3:18])=[CH:6][CH:5]=1. Given the reactants [H-].[Na+].[C:3]1([CH:10]=[CH:9][C:7]([OH:8])=[CH:6][CH:5]=1)[OH:4].[CH3:11][O:12][CH2:13]Cl.[CH2:15]([O:17][CH2:18]C)C, predict the reaction product. (4) Given the reactants C([Mg]Cl)(C)C.C([Li])CCC.[C:11](=[O:13])=[O:12].Br[C:15]1[CH:20]=[CH:19][C:18]([CH:21]2[CH2:26][CH2:25][CH2:24][CH2:23][CH2:22]2)=[C:17]([C:27]([F:30])([F:29])[F:28])[CH:16]=1, predict the reaction product. The product is: [CH:21]1([C:18]2[CH:19]=[CH:20][C:15]([C:11]([OH:13])=[O:12])=[CH:16][C:17]=2[C:27]([F:28])([F:29])[F:30])[CH2:22][CH2:23][CH2:24][CH2:25][CH2:26]1. (5) Given the reactants [NH2:1][CH2:2][CH2:3][O:4][C:5]1[CH:10]=[CH:9][C:8]([C:11]2[N:15]3[CH:16]=[C:17]([C:20]([O:22][CH3:23])=[O:21])[N:18]=[CH:19][C:14]3=[N:13][CH:12]=2)=[CH:7][CH:6]=1.[CH2:24](Cl)[C:25]1[CH:32]=[CH:31][C:28]([O:29][CH3:30])=[CH:27][CH:26]=1.CCN(C(C)C)C(C)C, predict the reaction product. The product is: [CH3:30][O:29][C:28]1[CH:31]=[CH:32][C:25]([CH2:24][NH:1][CH2:2][CH2:3][O:4][C:5]2[CH:10]=[CH:9][C:8]([C:11]3[N:15]4[CH:16]=[C:17]([C:20]([O:22][CH3:23])=[O:21])[N:18]=[CH:19][C:14]4=[N:13][CH:12]=3)=[CH:7][CH:6]=2)=[CH:26][CH:27]=1. (6) Given the reactants [F:1][C:2]([F:23])([F:22])[C:3]1[C:11]2[CH2:10][CH2:9][CH2:8][CH2:7][C:6]=2[N:5]([C:12]2[CH:17]=[CH:16][C:15]([CH2:18][C:19]([OH:21])=O)=[CH:14][CH:13]=2)[N:4]=1.[CH3:24][NH:25][CH2:26][C:27]1[CH:32]=[CH:31][CH:30]=[CH:29][CH:28]=1, predict the reaction product. The product is: [CH3:24][N:25]([CH2:26][C:27]1[CH:32]=[CH:31][CH:30]=[CH:29][CH:28]=1)[C:19](=[O:21])[CH2:18][C:15]1[CH:16]=[CH:17][C:12]([N:5]2[C:6]3[CH2:7][CH2:8][CH2:9][CH2:10][C:11]=3[C:3]([C:2]([F:23])([F:1])[F:22])=[N:4]2)=[CH:13][CH:14]=1.